Dataset: Reaction yield outcomes from USPTO patents with 853,638 reactions. Task: Predict the reaction yield, written as a fraction of the theoretical maximum amount of product (1.0 means a 100% yield; for example, 0.34 means a 34% yield). (1) The reactants are [F:1][C:2]([F:24])([F:23])[O:3][C:4]1[CH:9]=[CH:8][C:7]([N:10]2[CH:14]=[N:13][C:12]([C:15]3[CH:22]=[CH:21][C:18]([CH:19]=O)=[CH:17][CH:16]=3)=[N:11]2)=[CH:6][CH:5]=1.[F:25][C:26]1[CH:31]=[CH:30][CH:29]=[C:28]([CH:32]([CH3:34])[CH3:33])[C:27]=1[NH:35][C:36]([NH:38][NH2:39])=[S:37]. The catalyst is CO. The product is [F:25][C:26]1[CH:31]=[CH:30][CH:29]=[C:28]([CH:32]([CH3:33])[CH3:34])[C:27]=1[NH:35][C:36]([NH:38]/[N:39]=[CH:19]/[C:18]1[CH:21]=[CH:22][C:15]([C:12]2[N:13]=[CH:14][N:10]([C:7]3[CH:8]=[CH:9][C:4]([O:3][C:2]([F:24])([F:23])[F:1])=[CH:5][CH:6]=3)[N:11]=2)=[CH:16][CH:17]=1)=[S:37]. The yield is 0.730. (2) The reactants are [C:1]([O:5][C:6]([N:8]1[CH2:12][CH2:11][C@H:10]([C:13]([OH:15])=O)[CH2:9]1)=[O:7])([CH3:4])([CH3:3])[CH3:2].[NH2:16][C:17]1[CH:18]=[C:19]([NH:27][C:28]2[N:37]=[CH:36][C:35]3[N:34]([CH3:38])[C:33](=[O:39])[CH2:32][N:31]([CH:40]([CH3:42])[CH3:41])[C:30]=3[N:29]=2)[CH:20]=[C:21]([S:23]([CH3:26])(=[O:25])=[O:24])[CH:22]=1. No catalyst specified. The product is [C:1]([O:5][C:6]([N:8]1[CH2:12][CH2:11][C@H:10]([C:13](=[O:15])[NH:16][C:17]2[CH:22]=[C:21]([S:23]([CH3:26])(=[O:24])=[O:25])[CH:20]=[C:19]([NH:27][C:28]3[N:37]=[CH:36][C:35]4[N:34]([CH3:38])[C:33](=[O:39])[CH2:32][N:31]([CH:40]([CH3:42])[CH3:41])[C:30]=4[N:29]=3)[CH:18]=2)[CH2:9]1)=[O:7])([CH3:2])([CH3:3])[CH3:4]. The yield is 0.320. (3) The reactants are [Br:1][C:2]1[CH:10]=[CH:9][C:5]([C:6](Cl)=[O:7])=[C:4]([F:11])[CH:3]=1.[N:12]1([C:18]([O:20][C:21]([CH3:24])([CH3:23])[CH3:22])=[O:19])[CH2:17][CH2:16][NH:15][CH2:14][CH2:13]1.CCN(C(C)C)C(C)C. The catalyst is CN(C)C=O. The product is [Br:1][C:2]1[CH:10]=[CH:9][C:5]([C:6]([N:15]2[CH2:14][CH2:13][N:12]([C:18]([O:20][C:21]([CH3:24])([CH3:23])[CH3:22])=[O:19])[CH2:17][CH2:16]2)=[O:7])=[C:4]([F:11])[CH:3]=1. The yield is 0.860. (4) The reactants are [CH3:1][O:2][C:3]1[CH:8]=[CH:7][C:6]([CH2:9][CH2:10][CH2:11]O)=[CH:5][CH:4]=1.P(Br)(Br)[Br:14]. The catalyst is C1(C)C=CC=CC=1. The product is [CH3:1][O:2][C:3]1[CH:8]=[CH:7][C:6]([CH2:9][CH2:10][CH2:11][Br:14])=[CH:5][CH:4]=1. The yield is 0.610. (5) The product is [Cl:23][C:24]1[CH:25]=[C:26]([CH:27]=[CH:28][C:29]=1[F:30])[O:31][C:2]1[N:7]=[CH:6][N:5]=[C:4]([NH:8][C:9]2[CH:14]=[CH:13][CH:12]=[C:11]([NH2:15])[CH:10]=2)[CH:3]=1. The catalyst is CN(C=O)C.O. The reactants are Cl[C:2]1[N:7]=[CH:6][N:5]=[C:4]([NH:8][C:9]2[CH:10]=[C:11]([NH:15]C(=O)OC(C)(C)C)[CH:12]=[CH:13][CH:14]=2)[CH:3]=1.[Cl:23][C:24]1[CH:25]=[C:26]([OH:31])[CH:27]=[CH:28][C:29]=1[F:30].C(=O)([O-])[O-].[K+].[K+]. The yield is 0.450. (6) The reactants are CO[C:3](=O)[CH2:4][C:5]1[CH:10]=[CH:9][C:8]([OH:11])=[C:7]([OH:12])[CH:6]=1.[H-].[Al+3].[Li+].[H-].[H-].[H-].Cl.C1C[O:24][CH2:23]C1. No catalyst specified. The product is [CH:10]1[C:5]([CH2:4][CH2:3][CH2:23][OH:24])=[CH:6][C:7]([OH:12])=[C:8]([OH:11])[CH:9]=1. The yield is 0.967.